Dataset: Reaction yield outcomes from USPTO patents with 853,638 reactions. Task: Predict the reaction yield, written as a fraction of the theoretical maximum amount of product (1.0 means a 100% yield; for example, 0.34 means a 34% yield). (1) The reactants are [C:1]1([C:7]([OH:9])=[O:8])([C:4](O)=[O:5])[CH2:3][CH2:2]1.C(N(CC)CC)C.S(Cl)(Cl)=O.[CH2:21]([NH2:28])[C:22]1[CH:27]=[CH:26][CH:25]=[CH:24][CH:23]=1. The catalyst is C1COCC1.C(OCC)(=O)C. The product is [CH2:21]([NH:28][C:4]([C:1]1([C:7]([OH:9])=[O:8])[CH2:3][CH2:2]1)=[O:5])[C:22]1[CH:27]=[CH:26][CH:25]=[CH:24][CH:23]=1. The yield is 0.521. (2) The reactants are [C:1]([C@H:5]1[CH2:10][CH2:9][C@H:8]([O:11][C:12]2[C:13]([C:29]([F:32])([F:31])[F:30])=[C:14]3[C:19](=[CH:20][CH:21]=2)[CH2:18][C@@H:17]([C@:22]2([CH3:28])[CH2:26][O:25]C(=O)[NH:23]2)[CH2:16][CH2:15]3)[CH2:7][CH2:6]1)([CH3:4])([CH3:3])[CH3:2].C(Cl)(Cl)Cl.C(=O)(O)[O-].[Na+].[C:53]([O:52][C:50](O[C:50]([O:52][C:53]([CH3:56])([CH3:55])[CH3:54])=[O:51])=[O:51])([CH3:56])([CH3:55])[CH3:54]. No catalyst specified. The product is [C:1]([C@H:5]1[CH2:6][CH2:7][C@H:8]([O:11][C:12]2[C:13]([C:29]([F:30])([F:31])[F:32])=[C:14]3[C:19](=[CH:20][CH:21]=2)[CH2:18][C@@H:17]([C@:22]([NH:23][C:50](=[O:51])[O:52][C:53]([CH3:54])([CH3:55])[CH3:56])([CH3:28])[CH2:26][OH:25])[CH2:16][CH2:15]3)[CH2:9][CH2:10]1)([CH3:2])([CH3:3])[CH3:4]. The yield is 0.990. (3) The product is [CH:6]1([N:10]2[CH2:16][CH2:15][C:14]3[CH:17]=[C:18]([CH2:21][C:22]4([OH:28])[CH2:27][CH2:26][N:25]([C:1](=[O:4])[CH2:2][CH3:3])[CH2:24][CH2:23]4)[CH:19]=[CH:20][C:13]=3[CH2:12][CH2:11]2)[CH2:9][CH2:8][CH2:7]1. The reactants are [C:1](Cl)(=[O:4])[CH2:2][CH3:3].[CH:6]1([N:10]2[CH2:16][CH2:15][C:14]3[CH:17]=[C:18]([CH2:21][C:22]4([OH:28])[CH2:27][CH2:26][NH:25][CH2:24][CH2:23]4)[CH:19]=[CH:20][C:13]=3[CH2:12][CH2:11]2)[CH2:9][CH2:8][CH2:7]1.C(N(CC)CC)C. The yield is 0.760. The catalyst is C1COCC1. (4) The reactants are [Br:1][C:2]1[CH:9]=[CH:8][CH:7]=[CH:6][C:3]=1[CH2:4]Br.O.[C-:11]#[N:12].[K+]. The catalyst is CN(C)C=O. The product is [Br:1][C:2]1[CH:9]=[CH:8][CH:7]=[CH:6][C:3]=1[CH2:4][C:11]#[N:12]. The yield is 0.964.